Predict the reactants needed to synthesize the given product. From a dataset of Full USPTO retrosynthesis dataset with 1.9M reactions from patents (1976-2016). (1) Given the product [CH:16]1[C:25]2[C:20](=[CH:21][CH:22]=[CH:23][CH:24]=2)[CH:19]=[CH:18][C:17]=1[S:26]([CH:29]1[CH2:34][CH2:33][N:32]([C:13]([CH:10]2[CH2:11][CH2:12][N:7]([C:4]3[CH:5]=[CH:6][N:1]=[CH:2][CH:3]=3)[CH2:8][CH2:9]2)=[O:14])[CH2:31][CH2:30]1)(=[O:27])=[O:28], predict the reactants needed to synthesize it. The reactants are: [N:1]1[CH:6]=[CH:5][C:4]([N:7]2[CH2:12][CH2:11][CH:10]([C:13](Cl)=[O:14])[CH2:9][CH2:8]2)=[CH:3][CH:2]=1.[CH:16]1[C:25]2[C:20](=[CH:21][CH:22]=[CH:23][CH:24]=2)[CH:19]=[CH:18][C:17]=1[S:26]([CH:29]1[CH2:34][CH2:33][NH:32][CH2:31][CH2:30]1)(=[O:28])=[O:27]. (2) Given the product [CH3:1][C:2]([C@@H:4]1[C@@:8]2([CH3:25])[CH2:9][CH2:10][C@@H:11]3[C@:21]4([CH3:22])[C:15](=[CH:16][C:17]([CH2:19][CH2:20]4)=[O:18])[CH2:14][CH2:13][C@H:12]3[C@@H:7]2[CH2:6][CH2:5]1)=[O:3], predict the reactants needed to synthesize it. The reactants are: [CH3:1][C:2]([C@:4]1(O)[C@@:8]2([CH3:25])[CH2:9][C@H:10](O)[C@:11]3(F)[C@:21]4([CH3:22])[C:15](=[CH:16][C:17]([CH2:19][CH2:20]4)=[O:18])[CH2:14][CH2:13][C@H:12]3[C@@H:7]2[CH2:6][CH2:5]1)=[O:3].C[C@@H]1C2=CC(CC[C@]2(C)[C@H]2CC[C@]3(C)[C@@](OC(C)=O)(C(C)=O)CC[C@H]3[C@@H]2C1)=O.